From a dataset of Reaction yield outcomes from USPTO patents with 853,638 reactions. Predict the reaction yield, written as a fraction of the theoretical maximum amount of product (1.0 means a 100% yield; for example, 0.34 means a 34% yield). (1) The reactants are [Cl:1][C:2]1[N:7]=[C:6]([Cl:8])[CH:5]=[C:4](Cl)[N:3]=1.[CH2:10]([NH2:13])[CH2:11][CH3:12]. The catalyst is CCO. The product is [Cl:1][C:2]1[N:3]=[C:4]([NH:13][CH2:10][CH2:11][CH3:12])[CH:5]=[C:6]([Cl:8])[N:7]=1. The yield is 0.340. (2) The reactants are I[C:2]1[C:10]2[C:5](=[CH:6][CH:7]=[CH:8][C:9]=2[N+:11]([O-])=O)[N:4]([CH2:14][C:15]2[C:16](=[O:22])[N:17]([CH3:21])[CH:18]=[CH:19][CH:20]=2)[N:3]=1.[NH4+].[Cl-]. The catalyst is CO.[Zn]. The product is [NH2:11][C:9]1[CH:8]=[CH:7][CH:6]=[C:5]2[C:10]=1[CH:2]=[N:3][N:4]2[CH2:14][C:15]1[C:16](=[O:22])[N:17]([CH3:21])[CH:18]=[CH:19][CH:20]=1. The yield is 0.710. (3) The reactants are [C:1]([CH2:6][S:7][C:8]1[S:9][CH:10]=[CH:11][C:12]=1[CH:13]=O)([O:3][CH2:4][CH3:5])=[O:2].C1CCN2C(=NCCC2)CC1. The catalyst is CO. The product is [S:7]1[C:8]2[S:9][CH:10]=[CH:11][C:12]=2[CH:13]=[C:6]1[C:1]([O:3][CH2:4][CH3:5])=[O:2]. The yield is 0.450.